Dataset: M1 muscarinic receptor antagonist screen with 61,756 compounds. Task: Binary Classification. Given a drug SMILES string, predict its activity (active/inactive) in a high-throughput screening assay against a specified biological target. (1) The compound is s1c2c(CCC2)c2c1nc(SCC(=O)Nc1c(n(nc1C)Cc1ccccc1)C)n(c2=O)C. The result is 0 (inactive). (2) The drug is S(=O)(=O)(N1CCC(CC1)C(=O)NCCCN(CC)c1ccccc1)CC. The result is 0 (inactive). (3) The compound is O=C/1N(CCC=2CCCCC2)C(=O)NC(=O)C1=C\NCc1cccnc1. The result is 0 (inactive). (4) The compound is N(CC=1NCCN1)(Cc1ccccc1)c1ccccc1. The result is 0 (inactive). (5) The compound is s1c(NC(=O)c2ccc(OC(=O)C)cc2)ncc1. The result is 0 (inactive). (6) The molecule is O1C2C3C(Oc4c2cccc4)(CCC(C3)(C1)CO)C. The result is 0 (inactive). (7) The drug is S1CC(=O)N(CCCC(=O)N2CCN(CC2)c2cc(ccc2)C(F)(F)F)c2c1nccc2. The result is 1 (active).